This data is from Reaction yield outcomes from USPTO patents with 853,638 reactions. The task is: Predict the reaction yield, written as a fraction of the theoretical maximum amount of product (1.0 means a 100% yield; for example, 0.34 means a 34% yield). (1) The reactants are [CH3:1][C@H:2]1[CH2:7][NH:6][CH2:5][CH2:4][NH:3]1.FC(F)(F)S(O[C:14]1[CH:23]=[CH:22][CH:21]=[C:20]2[C:15]=1[CH:16]=[CH:17][C:18]([CH3:24])=[N:19]2)(=O)=O. No catalyst specified. The product is [CH3:24][C:18]1[CH:17]=[CH:16][C:15]2[C:20](=[CH:21][CH:22]=[CH:23][C:14]=2[N:6]2[CH2:5][CH2:4][NH:3][C@@H:2]([CH3:1])[CH2:7]2)[N:19]=1. The yield is 0.270. (2) The reactants are [C:1]1([CH:9]=O)[CH:6]=[CH:5][C:4]([CH:7]=[O:8])=[CH:3][CH:2]=1.S(=O)(=O)(O)O.O.[CH3:17][C:18]1[N:23]=[C:22]([NH2:24])[N:21]=[C:20]([NH2:25])[N:19]=1. The catalyst is CO. The product is [NH2:25][C:20]1[N:21]=[C:22]([NH2:24])[N:23]=[C:18]([CH:17]=[CH:9][C:1]2[CH:2]=[CH:3][C:4]([CH:7]=[O:8])=[CH:5][CH:6]=2)[N:19]=1. The yield is 0.410. (3) The reactants are [CH2:1]([O:5][C:6]1[CH:11]=[CH:10][C:9]([O:12][CH3:13])=[CH:8][C:7]=1[C:14]1[CH:19]=[CH:18][C:17]([CH2:20][O:21][C:22]2[CH:23]=[C:24]([CH2:28][CH2:29][C:30]([O:32]C)=[O:31])[CH:25]=[CH:26][CH:27]=2)=[CH:16][C:15]=1[CH3:34])[CH2:2][CH2:3][CH3:4].[Li+].[OH-]. The catalyst is C1COCC1.CO. The product is [CH2:1]([O:5][C:6]1[CH:11]=[CH:10][C:9]([O:12][CH3:13])=[CH:8][C:7]=1[C:14]1[CH:19]=[CH:18][C:17]([CH2:20][O:21][C:22]2[CH:23]=[C:24]([CH2:28][CH2:29][C:30]([OH:32])=[O:31])[CH:25]=[CH:26][CH:27]=2)=[CH:16][C:15]=1[CH3:34])[CH2:2][CH2:3][CH3:4]. The yield is 0.710. (4) The reactants are [CH2:1]([O:8][CH2:9][CH2:10][CH2:11][CH2:12][C:13]([NH:15][NH:16][C:17](=O)[C:18]([O:20][CH2:21][CH3:22])=[O:19])=O)[C:2]1[CH:7]=[CH:6][CH:5]=[CH:4][CH:3]=1.P12(SP3(SP(SP(S3)(S1)=S)(=S)S2)=S)=[S:25]. The catalyst is C1(C)C=CC=CC=1. The product is [CH2:1]([O:8][CH2:9][CH2:10][CH2:11][CH2:12][C:13]1[S:25][C:17]([C:18]([O:20][CH2:21][CH3:22])=[O:19])=[N:16][N:15]=1)[C:2]1[CH:7]=[CH:6][CH:5]=[CH:4][CH:3]=1. The yield is 0.480. (5) The reactants are Br[C:2]1[CH:3]=[N:4][N:5]([C:7]2([CH3:10])[CH2:9][CH2:8]2)[CH:6]=1.[CH3:11][C:12]1([CH3:28])[C:16]([CH3:18])([CH3:17])[O:15][B:14]([B:14]2[O:15][C:16]([CH3:18])([CH3:17])[C:12]([CH3:28])([CH3:11])[O:13]2)[O:13]1.CC(O[K])=O. The catalyst is O1CCOCC1.Cl[Pd](Cl)([P](C1C=CC=CC=1)(C1C=CC=CC=1)C1C=CC=CC=1)[P](C1C=CC=CC=1)(C1C=CC=CC=1)C1C=CC=CC=1. The product is [CH3:10][C:7]1([N:5]2[CH:6]=[C:2]([B:14]3[O:15][C:16]([CH3:18])([CH3:17])[C:12]([CH3:28])([CH3:11])[O:13]3)[CH:3]=[N:4]2)[CH2:9][CH2:8]1. The yield is 0.200. (6) The reactants are [O:1]1[C:5]2[CH:6]=[CH:7][C:8]([CH:10]=[O:11])=[CH:9][C:4]=2[CH2:3][CH2:2]1.C([O-])(=O)C.[Na+].[Br:17]Br. The catalyst is C(O)(=O)C.S([O-])([O-])(=O)=S.[Na+].[Na+]. The product is [Br:17][C:6]1[C:5]2[O:1][CH2:2][CH2:3][C:4]=2[CH:9]=[C:8]([CH:10]=[O:11])[CH:7]=1. The yield is 0.910.